From a dataset of Forward reaction prediction with 1.9M reactions from USPTO patents (1976-2016). Predict the product of the given reaction. Given the reactants [CH2:1]([C:4]1[N:5]([CH2:17][CH2:18][CH2:19][CH2:20][CH2:21][C:22]([OH:24])=O)[C:6]2[C:15]3[CH:14]=[CH:13][CH:12]=[CH:11][C:10]=3[N:9]=[CH:8][C:7]=2[N:16]=1)[CH2:2][CH3:3].C(Cl)(=O)C(Cl)=O.[CH2:31]([NH2:34])[CH2:32][CH3:33], predict the reaction product. The product is: [CH2:31]([NH:34][C:22](=[O:24])[CH2:21][CH2:20][CH2:19][CH2:18][CH2:17][N:5]1[C:6]2[C:15]3[CH:14]=[CH:13][CH:12]=[CH:11][C:10]=3[N:9]=[CH:8][C:7]=2[N:16]=[C:4]1[CH2:1][CH2:2][CH3:3])[CH2:32][CH3:33].